From a dataset of Forward reaction prediction with 1.9M reactions from USPTO patents (1976-2016). Predict the product of the given reaction. Given the reactants [CH3:1][C:2]1[N:7]=[C:6]([C:8]2[N:13]=[CH:12][C:11]3[CH:14]=[N:15][N:16]([C:17]4[N:22]=[C:21]([N:23]5[CH2:28][CH2:27][CH2:26][C@H:25]([NH:29]C(=O)OC(C)(C)C)[C:24]5=[O:37])[CH:20]=[CH:19][CH:18]=4)[C:10]=3[CH:9]=2)[CH:5]=[N:4][CH:3]=1.FC(F)(F)C(O)=O, predict the reaction product. The product is: [NH2:29][C@H:25]1[CH2:26][CH2:27][CH2:28][N:23]([C:21]2[CH:20]=[CH:19][CH:18]=[C:17]([N:16]3[C:10]4[CH:9]=[C:8]([C:6]5[CH:5]=[N:4][CH:3]=[C:2]([CH3:1])[N:7]=5)[N:13]=[CH:12][C:11]=4[CH:14]=[N:15]3)[N:22]=2)[C:24]1=[O:37].